From a dataset of Catalyst prediction with 721,799 reactions and 888 catalyst types from USPTO. Predict which catalyst facilitates the given reaction. (1) Reactant: [CH:1]([C:4]1[CH:5]=[C:6]([CH:18]=[CH:19][C:20]=1[O:21][CH3:22])[O:7][C:8]1[C:15]([Cl:16])=[CH:14][C:11]([CH:12]=O)=[CH:10][C:9]=1[Cl:17])([CH3:3])[CH3:2].Cl.[OH:24][NH2:25].C(OCC)(=O)C. Product: [CH:1]([C:4]1[CH:5]=[C:6]([CH:18]=[CH:19][C:20]=1[O:21][CH3:22])[O:7][C:8]1[C:15]([Cl:16])=[CH:14][C:11]([CH:12]=[N:25][OH:24])=[CH:10][C:9]=1[Cl:17])([CH3:3])[CH3:2]. The catalyst class is: 88. (2) Reactant: Cl[C:2]1[C:11]2[C:6](=[CH:7][C:8]([F:12])=[CH:9][CH:10]=2)[N:5]=[C:4]([C:13]2[CH:18]=[CH:17][CH:16]=[CH:15][N:14]=2)[C:3]=1[CH3:19].[O:20]=[S:21]1(=[O:40])[CH2:26][CH2:25][N:24]([C:27]2[CH:28]=[C:29]([NH2:39])[C:30]([N:33]3[CH2:38][CH2:37][O:36][CH2:35][CH2:34]3)=[N:31][CH:32]=2)[CH2:23][CH2:22]1.Cl.O1CCOCC1. Product: [O:40]=[S:21]1(=[O:20])[CH2:22][CH2:23][N:24]([C:27]2[CH:28]=[C:29]([NH:39][C:2]3[C:11]4[C:6](=[CH:7][C:8]([F:12])=[CH:9][CH:10]=4)[N:5]=[C:4]([C:13]4[CH:18]=[CH:17][CH:16]=[CH:15][N:14]=4)[C:3]=3[CH3:19])[C:30]([N:33]3[CH2:38][CH2:37][O:36][CH2:35][CH2:34]3)=[N:31][CH:32]=2)[CH2:25][CH2:26]1. The catalyst class is: 37. (3) Reactant: [CH3:1][O:2][C:3](=[O:17])[CH2:4][NH:5][C:6]1[CH:11]=[C:10]([N+:12]([O-:14])=[O:13])[CH:9]=[CH:8][C:7]=1[C:15]#[N:16].[C:18](Cl)(=[O:20])[CH3:19]. Product: [CH3:1][O:2][C:3](=[O:17])[CH2:4][N:5]([C:18](=[O:20])[CH3:19])[C:6]1[CH:11]=[C:10]([N+:12]([O-:14])=[O:13])[CH:9]=[CH:8][C:7]=1[C:15]#[N:16]. The catalyst class is: 142. (4) Reactant: [H-].[Al+3].[Li+].[H-].[H-].[H-].[F:7][C:8]1[CH:9]=[C:10]2[C:14](=[CH:15][CH:16]=1)[NH:13][C:12]([C:17](N(OC)C)=[O:18])=[CH:11]2.N.ClCCl. Product: [F:7][C:8]1[CH:9]=[C:10]2[C:14](=[CH:15][CH:16]=1)[NH:13][C:12]([CH:17]=[O:18])=[CH:11]2. The catalyst class is: 7. (5) Reactant: [C:1]([O:5][C:6](=[O:34])[NH:7][C:8]([C:10]1[S:11][C:12]([S:32][CH3:33])=[C:13]([S:15]([C:18]2[CH:19]=[C:20]([C:24]3[C:29]([CH3:30])=[CH:28][CH:27]=[CH:26][C:25]=3[NH2:31])[CH:21]=[CH:22][CH:23]=2)(=[O:17])=[O:16])[CH:14]=1)=[NH:9])([CH3:4])([CH3:3])[CH3:2].[Br:35][CH2:36][C:37](Br)=[O:38].CCN(C(C)C)C(C)C.CCOC(C)=O. Product: [C:1]([O:5][C:6](=[O:34])[NH:7][C:8]([C:10]1[S:11][C:12]([S:32][CH3:33])=[C:13]([S:15]([C:18]2[CH:19]=[C:20]([C:24]3[C:25]([NH:31][C:37](=[O:38])[CH2:36][Br:35])=[CH:26][CH:27]=[CH:28][C:29]=3[CH3:30])[CH:21]=[CH:22][CH:23]=2)(=[O:17])=[O:16])[CH:14]=1)=[NH:9])([CH3:4])([CH3:3])[CH3:2]. The catalyst class is: 373. (6) Reactant: Br[CH2:2][CH2:3][CH2:4][CH2:5][CH2:6]Br.[Mg].BrCCCCBr.II.Cl[Si:18](Cl)([CH2:20][Cl:21])[CH3:19]. Product: [Cl:21][CH2:20][Si:18]1([CH3:19])[CH2:6][CH2:5][CH2:4][CH2:3][CH2:2]1. The catalyst class is: 7. (7) Reactant: Br[CH2:2][C:3]1[CH:13]=[CH:12][C:6]([C:7]([O:9][CH2:10][CH3:11])=[O:8])=[C:5]([O:14][CH2:15][CH3:16])[CH:4]=1. Product: [CH2:15]([O:14][C:5]1[CH:4]=[C:3]([CH2:2][C:7]([O:9][CH2:10][CH3:11])=[O:8])[CH:13]=[CH:12][C:6]=1[C:7]([O:9][CH2:10][CH3:11])=[O:8])[CH3:16]. The catalyst class is: 8.